Task: Predict the reactants needed to synthesize the given product.. Dataset: Retrosynthesis with 50K atom-mapped reactions and 10 reaction types from USPTO (1) The reactants are: CS(=O)(=O)OCCC1OCCc2cc(C(N)=O)ccc21.C[C@H]1CN(c2csc3cc(F)ccc23)CCN1. Given the product C[C@H]1CN(c2csc3cc(F)ccc23)CCN1CCC1OCCc2cc(C(N)=O)ccc21, predict the reactants needed to synthesize it. (2) Given the product COc1ccc(C[C@H](NC(=O)[C@H](C)NC(=O)CN2CCC(O)CC2)C(=O)OCc2ccccc2)cc1, predict the reactants needed to synthesize it. The reactants are: COc1ccc(C[C@H](NC(=O)[C@H](C)N)C(=O)OCc2ccccc2)cc1.O=C(O)CN1CCC(O)CC1. (3) Given the product CCCOc1ccc(-c2ccc(-c3ccc[se]3)cc2)c(F)c1F, predict the reactants needed to synthesize it. The reactants are: Brc1ccc[se]1.CCCOc1ccc(-c2ccc(B(O)O)cc2)c(F)c1F. (4) Given the product CC(C)(C)OC(=O)NC1CCC(c2cnc3[nH]ccc3c2)CC1, predict the reactants needed to synthesize it. The reactants are: CC(C)(C)OC(=O)NC1CC=C(c2cnc3[nH]ccc3c2)CC1. (5) Given the product C[C@@H](CS(=O)(=O)N(Cc1ccccc1)C(c1ccccc1)c1ccccc1)C(=O)O, predict the reactants needed to synthesize it. The reactants are: COC(=O)[C@@H](C)CS(=O)(=O)N(Cc1ccccc1)C(c1ccccc1)c1ccccc1. (6) Given the product CCOC(=O)C1(NC(=O)Cc2ccc(F)cc2)Cc2ccc(-c3ccc(OC)cc3)cc2C1, predict the reactants needed to synthesize it. The reactants are: CCOC(=O)C1(NC(=O)Cc2ccc(F)cc2)Cc2ccc(Br)cc2C1.COc1ccc(B(O)O)cc1. (7) Given the product COc1cccc(C(=O)NNC(=O)[C@H](Nc2ccc(C#N)c(Cl)c2C)[C@H](C)O)c1, predict the reactants needed to synthesize it. The reactants are: COc1cccc(C(=O)NN)c1.Cc1c(N[C@@H](C(=O)O)[C@H](C)O)ccc(C#N)c1Cl. (8) Given the product Cc1nn(C)c(C)c1-n1c(=O)n(C)c2cnc3ccc(-c4cnc(N)c(F)c4)cc3c21, predict the reactants needed to synthesize it. The reactants are: CC1(C)OB(c2cnc(N)c(F)c2)OC1(C)C.Cc1nn(C)c(C)c1-n1c(=O)n(C)c2cnc3ccc(Br)cc3c21. (9) Given the product C[C@@H](O)C[C@H]1COC(C)(C)N1C(=O)OC(C)(C)C, predict the reactants needed to synthesize it. The reactants are: CC(C)(C)OC(=O)N1[C@@H](CC=O)COC1(C)C.C[Mg+]. (10) Given the product COc1ccc(NCC(C)(C)C)c(N)c1, predict the reactants needed to synthesize it. The reactants are: COc1ccc(NCC(C)(C)C)c([N+](=O)[O-])c1.